This data is from Catalyst prediction with 721,799 reactions and 888 catalyst types from USPTO. The task is: Predict which catalyst facilitates the given reaction. (1) Reactant: [CH3:1][N:2]([C:20]1[CH:25]=[CH:24][CH:23]=[CH:22][N:21]=1)[CH2:3][CH2:4][O:5][C:6]1[CH:11]=[CH:10][C:9]([CH2:12][CH:13]2[S:17][C:16](=[O:18])[NH:15][C:14]2=[O:19])=[CH:8][CH:7]=1.[P:26](=[O:30])([OH:29])([OH:28])[OH:27]. Product: [P:26]([OH:30])([OH:29])([OH:28])=[O:27].[CH3:1][N:2]([C:20]1[CH:25]=[CH:24][CH:23]=[CH:22][N:21]=1)[CH2:3][CH2:4][O:5][C:6]1[CH:7]=[CH:8][C:9]([CH2:12][CH:13]2[S:17][C:16](=[O:18])[NH:15][C:14]2=[O:19])=[CH:10][CH:11]=1. The catalyst class is: 8. (2) Reactant: Cl.[CH3:2][O:3][C:4]1[N:9]=[CH:8][C:7]([CH2:10][O:11][C:12]2[CH:17]=[CH:16][C:15]([C:18]3[CH:23]=[CH:22][N:21]([CH2:24][CH2:25][C@@:26]([CH3:41])([S:37]([CH3:40])(=[O:39])=[O:38])[C:27]([NH:29][O:30]C4CCCCO4)=[O:28])[C:20](=[O:42])[CH:19]=3)=[CH:14][CH:13]=2)=[CH:6][CH:5]=1. Product: [OH:30][NH:29][C:27](=[O:28])[C@:26]([CH3:41])([S:37]([CH3:40])(=[O:39])=[O:38])[CH2:25][CH2:24][N:21]1[CH:22]=[CH:23][C:18]([C:15]2[CH:14]=[CH:13][C:12]([O:11][CH2:10][C:7]3[CH:8]=[N:9][C:4]([O:3][CH3:2])=[CH:5][CH:6]=3)=[CH:17][CH:16]=2)=[CH:19][C:20]1=[O:42]. The catalyst class is: 41.